Predict the reactants needed to synthesize the given product. From a dataset of Full USPTO retrosynthesis dataset with 1.9M reactions from patents (1976-2016). Given the product [O:15]=[C:13]1[C:38]2[C:37]3[CH:36]=[CH:35][CH:34]=[CH:33][C:42]=3[CH2:41][CH2:40][C:39]=2[NH:1][C:2]2[C:3]1=[C:4]([C:5]([OH:7])=[O:6])[CH:10]=[CH:11][CH:12]=2, predict the reactants needed to synthesize it. The reactants are: [NH2:1][C:2]1[CH:12]=[CH:11][CH:10]=[C:4]([C:5]([O:7]CC)=[O:6])[C:3]=1[C:13]([O:15]CC)=O.NC1C=CC=C(C(OC)=O)C=1C(OC)=O.[CH2:33]1[C:42]2[C:37](=[CH:38][CH:39]=[CH:40][CH:41]=2)[CH2:36][CH2:35][C:34]1=O.[Cl-].[Cl-].[Cl-].[Al+3].